Dataset: Forward reaction prediction with 1.9M reactions from USPTO patents (1976-2016). Task: Predict the product of the given reaction. (1) Given the reactants [BrH:1].[Cl:2][C:3]1[CH:4]=[C:5]([C:10]2[N:11]3[CH2:17][CH2:16][N:15]=[C:12]3[S:13][CH:14]=2)[CH:6]=[CH:7][C:8]=1[Cl:9].C([O-])(O)=O.[Na+].BrBr, predict the reaction product. The product is: [BrH:1].[Br:1][C:14]1[S:13][C:12]2=[N:15][CH2:16][CH2:17][N:11]2[C:10]=1[C:5]1[CH:6]=[CH:7][C:8]([Cl:9])=[C:3]([Cl:2])[CH:4]=1. (2) The product is: [CH3:15][C:10]1[C:11]([CH:13]=[O:14])=[CH:12][N:8]([C:3]2[C:2]([N:16]3[CH2:21][CH2:20][O:19][CH2:18][CH2:17]3)=[CH:7][CH:6]=[CH:5][N:4]=2)[N:9]=1. Given the reactants F[C:2]1[C:3]([N:8]2[CH:12]=[C:11]([CH:13]=[O:14])[C:10]([CH3:15])=[N:9]2)=[N:4][CH:5]=[CH:6][CH:7]=1.[NH:16]1[CH2:21][CH2:20][O:19][CH2:18][CH2:17]1, predict the reaction product.